Task: Predict the reaction yield, written as a fraction of the theoretical maximum amount of product (1.0 means a 100% yield; for example, 0.34 means a 34% yield).. Dataset: Reaction yield outcomes from USPTO patents with 853,638 reactions The reactants are [F:1][C:2]1[CH:11]=[C:10]2[C:5]([CH:6]=[CH:7][N:8]=[C:9]2O)=[C:4]([O:13][CH3:14])[CH:3]=1.O=P(Cl)(Cl)[Cl:17]. No catalyst specified. The product is [Cl:17][C:9]1[C:10]2[C:5](=[C:4]([O:13][CH3:14])[CH:3]=[C:2]([F:1])[CH:11]=2)[CH:6]=[CH:7][N:8]=1. The yield is 0.950.